This data is from Reaction yield outcomes from USPTO patents with 853,638 reactions. The task is: Predict the reaction yield, written as a fraction of the theoretical maximum amount of product (1.0 means a 100% yield; for example, 0.34 means a 34% yield). (1) The reactants are C(=O)([O-])[O-].[Cs+].[Cs+].[C:7](=[NH:20])([C:14]1[CH:19]=[CH:18][CH:17]=[CH:16][CH:15]=1)[C:8]1[CH:13]=[CH:12][CH:11]=[CH:10][CH:9]=1.FC(F)(F)S(O[C:27]1[CH:32]=[CH:31][C:30]([C@H:33]2[CH2:38][CH2:37][C@H:36]([CH:39]([CH3:45])[C:40]([O:42][CH2:43][CH3:44])=[O:41])[CH2:35][CH2:34]2)=[CH:29][CH:28]=1)(=O)=O.O. The catalyst is C1COCC1.CCOC(C)=O.C([O-])(=O)C.[Pd+2].C([O-])(=O)C. The product is [C:8]1([C:7](=[N:20][C:27]2[CH:32]=[CH:31][C:30]([C@H:33]3[CH2:34][CH2:35][C@H:36]([CH:39]([CH3:45])[C:40]([O:42][CH2:43][CH3:44])=[O:41])[CH2:37][CH2:38]3)=[CH:29][CH:28]=2)[C:14]2[CH:15]=[CH:16][CH:17]=[CH:18][CH:19]=2)[CH:13]=[CH:12][CH:11]=[CH:10][CH:9]=1. The yield is 0.590. (2) The reactants are I[C:2]1[C:10]2[C:5](=[CH:6][CH:7]=[C:8]([C:11]([N:13]([CH3:15])[CH3:14])=[O:12])[CH:9]=2)[N:4]([CH:16]2[CH2:21][CH2:20][CH2:19][CH2:18][O:17]2)[N:3]=1.[Cl:22][C:23]1[N:28]=[C:27]([Sn](CCCC)(CCCC)CCCC)[CH:26]=[CH:25][N:24]=1. The catalyst is CN(C=O)C.[Cu]I.C1C=CC([P]([Pd]([P](C2C=CC=CC=2)(C2C=CC=CC=2)C2C=CC=CC=2)([P](C2C=CC=CC=2)(C2C=CC=CC=2)C2C=CC=CC=2)[P](C2C=CC=CC=2)(C2C=CC=CC=2)C2C=CC=CC=2)(C2C=CC=CC=2)C2C=CC=CC=2)=CC=1. The product is [Cl:22][C:23]1[N:28]=[C:27]([C:2]2[C:10]3[C:5](=[CH:6][CH:7]=[C:8]([C:11]([N:13]([CH3:15])[CH3:14])=[O:12])[CH:9]=3)[N:4]([CH:16]3[CH2:21][CH2:20][CH2:19][CH2:18][O:17]3)[N:3]=2)[CH:26]=[CH:25][N:24]=1. The yield is 0.580. (3) The reactants are [CH3:1][N:2]1[C:10]2[C:5](=[CH:6][CH:7]=[CH:8][CH:9]=2)[C:4]([CH:11]=[N:12][CH3:13])=[C:3]1[CH3:14].[BH4-].[Na+]. The catalyst is C(O)C. The product is [CH3:1][N:2]1[C:10]2[C:5](=[CH:6][CH:7]=[CH:8][CH:9]=2)[C:4]([CH2:11][NH:12][CH3:13])=[C:3]1[CH3:14]. The yield is 0.680. (4) The reactants are [F:1][C:2]1[CH:7]=[CH:6][C:5]([N:8]2[C:16]3[C:11](=[CH:12][C:13]([S:17][C@H:18]([C:31]4[CH:36]=[CH:35][CH:34]=[CH:33][CH:32]=4)[C@@H:19]([NH:21]S(CC[Si](C)(C)C)(=O)=O)[CH3:20])=[CH:14][CH:15]=3)[CH:10]=[N:9]2)=[CH:4][CH:3]=1.CN(C=O)C. No catalyst specified. The product is [F:1][C:2]1[CH:7]=[CH:6][C:5]([N:8]2[C:16]3[C:11](=[CH:12][C:13]([S:17][C@H:18]([C:31]4[CH:32]=[CH:33][CH:34]=[CH:35][CH:36]=4)[C@@H:19]([NH2:21])[CH3:20])=[CH:14][CH:15]=3)[CH:10]=[N:9]2)=[CH:4][CH:3]=1. The yield is 0.840. (5) The reactants are [CH3:1][C:2]1[CH:3]=[C:4]([NH:20][C:21]2[N:26]=[C:25]([O:27][CH2:28][C:29](O)=[O:30])[CH:24]=[CH:23][N:22]=2)[CH:5]=[C:6]([C:8]2[S:12][C:11]([C:13]([OH:19])([CH3:18])[C:14]([F:17])([F:16])[F:15])=[N:10][CH:9]=2)[CH:7]=1.O[N:33]1C2C=CC=CC=2N=N1.C(N(C(C)C)CC)(C)C.Cl.C(N=C=NCCCN(C)C)C.[Cl-].[NH4+]. The catalyst is CN(C)C=O. The product is [CH3:1][C:2]1[CH:3]=[C:4]([NH:20][C:21]2[N:26]=[C:25]([O:27][CH2:28][C:29]([NH2:33])=[O:30])[CH:24]=[CH:23][N:22]=2)[CH:5]=[C:6]([C:8]2[S:12][C:11]([C:13]([OH:19])([CH3:18])[C:14]([F:16])([F:15])[F:17])=[N:10][CH:9]=2)[CH:7]=1. The yield is 0.760. (6) The reactants are [CH3:1][P:2](=[O:7])([CH:5]=[CH2:6])[CH:3]=[CH2:4].[C:8]([N:15]1[CH2:20][CH2:19][CH:18]([NH2:21])[CH2:17][CH2:16]1)([O:10][C:11]([CH3:14])([CH3:13])[CH3:12])=[O:9]. The catalyst is C1COCC1.O. The product is [CH3:1][P:2]1(=[O:7])[CH2:5][CH2:6][N:21]([CH:18]2[CH2:17][CH2:16][N:15]([C:8]([O:10][C:11]([CH3:14])([CH3:13])[CH3:12])=[O:9])[CH2:20][CH2:19]2)[CH2:4][CH2:3]1. The yield is 0.380. (7) The reactants are [CH:1]([Mg]Br)=[CH2:2].[CH3:5][C:6]1[CH2:11][CH:10]([CH3:12])[CH2:9][C:8](=[O:13])[CH:7]=1. The catalyst is C(=O)=O.CC(C)=O.C1COCC1.Cl[Cu]. The product is [CH3:5][C:6]1([CH:1]=[CH2:2])[CH2:11][CH:10]([CH3:12])[CH2:9][C:8](=[O:13])[CH2:7]1. The yield is 0.520. (8) The catalyst is C(Cl)Cl. The reactants are [C:1]([O:5][C:6]([N:8]1[CH:12]2[CH2:13][CH2:14][CH:9]1[C:10]([C:15]1[C:16]([CH2:23][CH2:24]O)=[CH:17][C:18]([O:21][CH3:22])=[N:19][CH:20]=1)=[CH:11]2)=[O:7])([CH3:4])([CH3:3])[CH3:2].C(Br)(Br)(Br)[Br:27].C1C=CC(P(C2C=CC=CC=2)C2C=CC=CC=2)=CC=1. The product is [C:1]([O:5][C:6]([N:8]1[CH:12]2[CH2:13][CH2:14][CH:9]1[C:10]([C:15]1[C:16]([CH2:23][CH2:24][Br:27])=[CH:17][C:18]([O:21][CH3:22])=[N:19][CH:20]=1)=[CH:11]2)=[O:7])([CH3:4])([CH3:3])[CH3:2]. The yield is 0.870.